From a dataset of Full USPTO retrosynthesis dataset with 1.9M reactions from patents (1976-2016). Predict the reactants needed to synthesize the given product. (1) Given the product [NH2:12][C:8]1[N:7]=[C:6]([NH:19][CH2:14][CH2:15][CH2:16][CH2:17][CH3:18])[C:5]([CH2:1][CH2:2][CH2:3][CH3:4])=[C:10]([CH3:11])[N:9]=1, predict the reactants needed to synthesize it. The reactants are: [CH2:1]([C:5]1[C:6](Cl)=[N:7][C:8]([NH2:12])=[N:9][C:10]=1[CH3:11])[CH2:2][CH2:3][CH3:4].[CH2:14]([NH2:19])[CH2:15][CH2:16][CH2:17][CH3:18]. (2) Given the product [Br:1][C:2]1[CH:3]=[CH:4][C:5](/[C:8](/[CH3:13])=[C:9](/[CH3:12])\[CH2:10][O:11][C:27]2[CH:26]=[CH:25][C:24]([CH2:23][C@H:17]([O:16][CH2:14][CH3:15])[C:18]([O:20][CH2:21][CH3:22])=[O:19])=[CH:29][CH:28]=2)=[CH:6][CH:7]=1, predict the reactants needed to synthesize it. The reactants are: [Br:1][C:2]1[CH:7]=[CH:6][C:5](/[C:8](/[CH3:13])=[C:9](/[CH3:12])\[CH2:10][OH:11])=[CH:4][CH:3]=1.[CH2:14]([O:16][C@@H:17]([CH2:23][C:24]1[CH:29]=[CH:28][C:27](O)=[CH:26][CH:25]=1)[C:18]([O:20][CH2:21][CH3:22])=[O:19])[CH3:15]. (3) The reactants are: C([Si](C)(C)[O:6][CH:7]([C:37]([CH3:40])([CH3:39])[CH3:38])[CH2:8][CH2:9][C:10]1[CH:15]=[CH:14][C:13]([C:16]([C:21]2[CH:26]=[CH:25][C:24](OS(C(F)(F)F)(=O)=O)=[C:23]([CH3:35])[CH:22]=2)([CH2:19][CH3:20])[CH2:17][CH3:18])=[CH:12][C:11]=1[CH3:36])(C)(C)C.CCN(CC)CC.[CH3:50][O:51][C:52](=[O:58])[CH2:53][CH2:54][CH2:55][C:56]#[CH:57].C(OCC)(=O)C. Given the product [CH3:50][O:51][C:52](=[O:58])[CH2:53][CH2:54][CH2:55][C:56]#[C:57][C:24]1[CH:25]=[CH:26][C:21]([C:16]([CH2:17][CH3:18])([C:13]2[CH:14]=[CH:15][C:10]([CH2:9][CH2:8][CH:7]([OH:6])[C:37]([CH3:38])([CH3:39])[CH3:40])=[C:11]([CH3:36])[CH:12]=2)[CH2:19][CH3:20])=[CH:22][C:23]=1[CH3:35], predict the reactants needed to synthesize it. (4) Given the product [NH2:16][C:13]1[CH:12]=[CH:11][C:10]([N:7]2[CH2:8][CH2:9][N:4]([CH:1]([CH3:2])[CH3:3])[CH2:5][C:6]2=[O:19])=[CH:15][CH:14]=1, predict the reactants needed to synthesize it. The reactants are: [CH:1]([N:4]1[CH2:9][CH2:8][N:7]([C:10]2[CH:15]=[CH:14][C:13]([N+:16]([O-])=O)=[CH:12][CH:11]=2)[C:6](=[O:19])[CH2:5]1)([CH3:3])[CH3:2].[H][H].C(OCC)C.CCCCCC. (5) The reactants are: [F:1][C:2]1([F:7])[CH2:5][CH:4]([OH:6])[CH2:3]1.C(N(CC)C(C)C)(C)C.ClC(Cl)(O[C:21](=[O:27])OC(Cl)(Cl)Cl)Cl.[Br:29][C:30]1[CH:31]=[C:32]2[C:37](=[CH:38][CH:39]=1)[N:36]([C:40](=[O:42])[CH3:41])[C@@H:35]([CH3:43])[CH2:34][NH:33]2. Given the product [C:40]([N:36]1[C:37]2[C:32](=[CH:31][C:30]([Br:29])=[CH:39][CH:38]=2)[N:33]([C:21]([O:6][CH:4]2[CH2:5][C:2]([F:7])([F:1])[CH2:3]2)=[O:27])[CH2:34][C@@H:35]1[CH3:43])(=[O:42])[CH3:41], predict the reactants needed to synthesize it. (6) Given the product [CH2:14]([O:16][C:17]([O:19][C:20]1[CH:25]=[CH:24][C:23](/[CH:26]=[CH:27]/[C:28]([O:30][C:10]2[CH:11]=[CH:12][C:7]([O:6][CH2:1][CH2:2][CH2:3][CH2:4][CH3:5])=[CH:8][CH:9]=2)=[O:29])=[CH:22][CH:21]=1)=[O:18])[CH3:15], predict the reactants needed to synthesize it. The reactants are: [CH2:1]([O:6][C:7]1[CH:12]=[CH:11][C:10](O)=[CH:9][CH:8]=1)[CH2:2][CH2:3][CH2:4][CH3:5].[CH2:14]([O:16][C:17]([O:19][C:20]1[CH:25]=[CH:24][C:23](/[CH:26]=[CH:27]/[C:28]([OH:30])=[O:29])=[CH:22][CH:21]=1)=[O:18])[CH3:15].Cl.CN(C)CCCN=C=NCC.